From a dataset of Full USPTO retrosynthesis dataset with 1.9M reactions from patents (1976-2016). Predict the reactants needed to synthesize the given product. (1) Given the product [Cl:5][C:6]1[C:7]([F:32])=[C:8]([CH:29]=[CH:30][CH:31]=1)[NH:9][C:10]1[C:19]2[C:14](=[CH:15][C:16]([O:27][CH3:28])=[C:17]([O:20][CH:21]3[CH2:26][CH2:25][N:24]([C:3](=[O:4])[NH:2][CH3:1])[CH2:23][CH2:22]3)[CH:18]=2)[N:13]=[CH:12][N:11]=1, predict the reactants needed to synthesize it. The reactants are: [CH3:1][N:2]=[C:3]=[O:4].[Cl:5][C:6]1[C:7]([F:32])=[C:8]([CH:29]=[CH:30][CH:31]=1)[NH:9][C:10]1[C:19]2[C:14](=[CH:15][C:16]([O:27][CH3:28])=[C:17]([O:20][CH:21]3[CH2:26][CH2:25][NH:24][CH2:23][CH2:22]3)[CH:18]=2)[N:13]=[CH:12][N:11]=1. (2) Given the product [C:1]1([NH:7][C:8]2[N:9]=[CH:10][CH:11]=[CH:12][C:13]=2[CH:14]=[O:15])[CH:2]=[CH:3][CH:4]=[CH:5][CH:6]=1, predict the reactants needed to synthesize it. The reactants are: [C:1]1([NH:7][C:8]2[C:13]([CH2:14][OH:15])=[CH:12][CH:11]=[CH:10][N:9]=2)[CH:6]=[CH:5][CH:4]=[CH:3][CH:2]=1.